This data is from Forward reaction prediction with 1.9M reactions from USPTO patents (1976-2016). The task is: Predict the product of the given reaction. The product is: [O:1]1[CH:5]=[CH:4][C:3](/[CH:6]=[C:7]2/[C:11](=[O:12])[CH:10]([C:13]3[C:18]([CH3:19])=[CH:17][C:16]([CH3:20])=[CH:15][C:14]=3[CH3:21])[C:9](=[O:22])[CH2:8]/2)=[CH:2]1. Given the reactants [O:1]1[CH:5]=[CH:4][C:3]([CH:6](O)[CH:7]2[C:11](=[O:12])[C:10]([C:13]3[C:18]([CH3:19])=[CH:17][C:16]([CH3:20])=[CH:15][C:14]=3[CH3:21])=[C:9]([O:22]C)[CH2:8]2)=[CH:2]1.Cl, predict the reaction product.